This data is from NCI-60 drug combinations with 297,098 pairs across 59 cell lines. The task is: Regression. Given two drug SMILES strings and cell line genomic features, predict the synergy score measuring deviation from expected non-interaction effect. (1) Drug 1: CCC1=C2CN3C(=CC4=C(C3=O)COC(=O)C4(CC)O)C2=NC5=C1C=C(C=C5)O. Drug 2: C1=CN(C=N1)CC(O)(P(=O)(O)O)P(=O)(O)O. Cell line: SK-MEL-2. Synergy scores: CSS=11.6, Synergy_ZIP=-0.0514, Synergy_Bliss=2.31, Synergy_Loewe=-15.2, Synergy_HSA=-4.69. (2) Drug 1: CN1C2=C(C=C(C=C2)N(CCCl)CCCl)N=C1CCCC(=O)O.Cl. Drug 2: COC1=NC(=NC2=C1N=CN2C3C(C(C(O3)CO)O)O)N. Cell line: HCT116. Synergy scores: CSS=7.90, Synergy_ZIP=-0.617, Synergy_Bliss=6.92, Synergy_Loewe=7.94, Synergy_HSA=5.61.